This data is from NCI-60 drug combinations with 297,098 pairs across 59 cell lines. The task is: Regression. Given two drug SMILES strings and cell line genomic features, predict the synergy score measuring deviation from expected non-interaction effect. (1) Drug 1: CS(=O)(=O)OCCCCOS(=O)(=O)C. Drug 2: C(CN)CNCCSP(=O)(O)O. Cell line: MDA-MB-231. Synergy scores: CSS=3.09, Synergy_ZIP=0.142, Synergy_Bliss=1.70, Synergy_Loewe=-1.36, Synergy_HSA=-0.0515. (2) Drug 1: CCC1=CC2CC(C3=C(CN(C2)C1)C4=CC=CC=C4N3)(C5=C(C=C6C(=C5)C78CCN9C7C(C=CC9)(C(C(C8N6C)(C(=O)OC)O)OC(=O)C)CC)OC)C(=O)OC.C(C(C(=O)O)O)(C(=O)O)O. Drug 2: CCN(CC)CCNC(=O)C1=C(NC(=C1C)C=C2C3=C(C=CC(=C3)F)NC2=O)C. Cell line: IGROV1. Synergy scores: CSS=37.9, Synergy_ZIP=-7.07, Synergy_Bliss=0.424, Synergy_Loewe=-7.42, Synergy_HSA=0.652. (3) Drug 1: CC1=C2C(C(=O)C3(C(CC4C(C3C(C(C2(C)C)(CC1OC(=O)C(C(C5=CC=CC=C5)NC(=O)OC(C)(C)C)O)O)OC(=O)C6=CC=CC=C6)(CO4)OC(=O)C)OC)C)OC. Drug 2: COC1=NC(=NC2=C1N=CN2C3C(C(C(O3)CO)O)O)N. Cell line: NCI-H226. Synergy scores: CSS=35.1, Synergy_ZIP=3.67, Synergy_Bliss=2.73, Synergy_Loewe=-25.5, Synergy_HSA=2.15. (4) Drug 1: C1CCC(C1)C(CC#N)N2C=C(C=N2)C3=C4C=CNC4=NC=N3. Drug 2: C1CN1P(=S)(N2CC2)N3CC3. Cell line: A498. Synergy scores: CSS=7.62, Synergy_ZIP=-2.24, Synergy_Bliss=1.52, Synergy_Loewe=-0.956, Synergy_HSA=0.657. (5) Drug 1: CC1CCC2CC(C(=CC=CC=CC(CC(C(=O)C(C(C(=CC(C(=O)CC(OC(=O)C3CCCCN3C(=O)C(=O)C1(O2)O)C(C)CC4CCC(C(C4)OC)O)C)C)O)OC)C)C)C)OC. Drug 2: C#CCC(CC1=CN=C2C(=N1)C(=NC(=N2)N)N)C3=CC=C(C=C3)C(=O)NC(CCC(=O)O)C(=O)O. Cell line: U251. Synergy scores: CSS=58.5, Synergy_ZIP=8.40, Synergy_Bliss=8.26, Synergy_Loewe=-5.32, Synergy_HSA=8.77. (6) Drug 1: C1=NC2=C(N=C(N=C2N1C3C(C(C(O3)CO)O)O)F)N. Drug 2: CS(=O)(=O)OCCCCOS(=O)(=O)C. Cell line: SK-MEL-28. Synergy scores: CSS=3.61, Synergy_ZIP=-1.54, Synergy_Bliss=-1.31, Synergy_Loewe=-2.90, Synergy_HSA=-2.16. (7) Drug 1: CC1C(C(=O)NC(C(=O)N2CCCC2C(=O)N(CC(=O)N(C(C(=O)O1)C(C)C)C)C)C(C)C)NC(=O)C3=C4C(=C(C=C3)C)OC5=C(C(=O)C(=C(C5=N4)C(=O)NC6C(OC(=O)C(N(C(=O)CN(C(=O)C7CCCN7C(=O)C(NC6=O)C(C)C)C)C)C(C)C)C)N)C. Drug 2: C1=CC=C(C(=C1)C(C2=CC=C(C=C2)Cl)C(Cl)Cl)Cl. Cell line: HS 578T. Synergy scores: CSS=-1.38, Synergy_ZIP=3.27, Synergy_Bliss=6.45, Synergy_Loewe=0.365, Synergy_HSA=0.463.